Task: Predict the reaction yield, written as a fraction of the theoretical maximum amount of product (1.0 means a 100% yield; for example, 0.34 means a 34% yield).. Dataset: Reaction yield outcomes from USPTO patents with 853,638 reactions The reactants are C(=O)([O-])[O-].[K+].[K+].[Br:7][C:8]1[CH:13]=[CH:12][CH:11]=[CH:10][C:9]=1B(O)O.Br[C:18]1[CH:27]=[CH:26][C:25]2[C:20](=[CH:21][CH:22]=[CH:23][CH:24]=2)[CH:19]=1.N#N.C1(P(C2C=CC=CC=2)C2C=CC=CC=2)C=CC=CC=1. The catalyst is C([O-])(=O)C.[Pd+2].C([O-])(=O)C.COCCOC.O. The product is [Br:7][C:8]1[CH:13]=[CH:12][CH:11]=[CH:10][C:9]=1[C:18]1[CH:27]=[CH:26][C:25]2[C:20](=[CH:21][CH:22]=[CH:23][CH:24]=2)[CH:19]=1. The yield is 0.780.